This data is from Forward reaction prediction with 1.9M reactions from USPTO patents (1976-2016). The task is: Predict the product of the given reaction. (1) Given the reactants [CH2:1]([O:3][C:4]([N:6]1[C:15]2[C:10](=[N:11][C:12]([O:16][CH3:17])=[CH:13][CH:14]=2)[C@@H:9]([NH:18][C:19]2[C:24]([CH2:25][C:26]3[CH:31]=[C:30]([C:32]([F:35])([F:34])[F:33])[CH:29]=[C:28]([C:36]([F:39])([F:38])[F:37])[CH:27]=3)=[CH:23][C:22]([C:40]#[N:41])=[CH:21][N:20]=2)[CH2:8][C@H:7]1[CH2:42][CH3:43])=[O:5])[CH3:2].[C:44](Cl)(=[O:46])[CH3:45].C(=O)([O-])[OH:49].[Na+].C(OCC)(=O)C, predict the reaction product. The product is: [CH2:1]([O:3][C:4]([N:6]1[C:15]2[C:10](=[N:11][C:12]([O:16][CH3:17])=[CH:13][CH:14]=2)[C@@H:9]([NH:18][C:19]2[C:24]([CH2:25][C:26]3[CH:31]=[C:30]([C:32]([F:35])([F:33])[F:34])[CH:29]=[C:28]([C:36]([F:39])([F:38])[F:37])[CH:27]=3)=[CH:23][C:22]([C:40]([O:46][CH2:44][CH3:45])=[NH:41])=[CH:21][N:20]=2)[CH2:8][C@H:7]1[CH2:42][CH3:43])=[O:5])[CH3:2].[CH2:1]([O:3][C:4]([N:6]1[C:15]2[C:10](=[N:11][C:12]([O:16][CH3:17])=[CH:13][CH:14]=2)[C@@H:9]([NH:18][C:19]2[C:24]([CH2:25][C:26]3[CH:31]=[C:30]([C:32]([F:35])([F:33])[F:34])[CH:29]=[C:28]([C:36]([F:39])([F:38])[F:37])[CH:27]=3)=[CH:23][C:22]([C:40](=[O:49])[NH2:41])=[CH:21][N:20]=2)[CH2:8][C@H:7]1[CH2:42][CH3:43])=[O:5])[CH3:2]. (2) The product is: [C:1]1([S:21]([C:18]2[CH:19]=[CH:20][CH:15]=[CH:16][CH:17]=2)(=[O:22])=[O:23])[CH:6]=[CH:5][CH:4]=[CH:3][CH:2]=1. Given the reactants [C:1]1(S[C:1]2[CH:6]=[CH:5][CH:4]=[CH:3][CH:2]=2)[CH:6]=[CH:5][CH:4]=[CH:3][CH:2]=1.C[C:15]1[CH:16]=[CH:17][C:18]([S:21](N)(=[O:23])=[O:22])=[CH:19][CH:20]=1.Cl[O-].[Na+].S([O-])([O-])=O.[Na+].[Na+], predict the reaction product. (3) Given the reactants [O:1]=[C:2]([N:10]1[C@H:14]([C:15]2[CH:20]=[CH:19][CH:18]=[CH:17][CH:16]=2)[CH2:13][O:12][C:11]1=[O:21])[CH2:3]P(=O)(OC)OC.CC(C)([O-])C.[K+].[Cl:28][C:29]1[CH:36]=[CH:35][C:32]([CH:33]=O)=[CH:31][CH:30]=1, predict the reaction product. The product is: [Cl:28][C:29]1[CH:36]=[CH:35][C:32](/[CH:33]=[CH:3]/[C:2]([N:10]2[C@H:14]([C:15]3[CH:16]=[CH:17][CH:18]=[CH:19][CH:20]=3)[CH2:13][O:12][C:11]2=[O:21])=[O:1])=[CH:31][CH:30]=1. (4) Given the reactants Br[C:2]1[CH:7]=[C:6]([C:8]([O:11][CH2:12][O:13][CH2:14][CH3:15])([CH3:10])[CH3:9])[CH:5]=[CH:4][C:3]=1[C:16]([O:19][CH2:20][O:21][CH2:22][CH3:23])([CH3:18])[CH3:17].[B:24]1([B:24]2[O:28][C:27]([CH3:30])([CH3:29])[C:26]([CH3:32])([CH3:31])[O:25]2)[O:28][C:27]([CH3:30])([CH3:29])[C:26]([CH3:32])([CH3:31])[O:25]1.CC([O-])=O.[K+].O, predict the reaction product. The product is: [CH2:22]([O:21][CH2:20][O:19][C:16]([C:3]1[CH:4]=[CH:5][C:6]([C:8]([O:11][CH2:12][O:13][CH2:14][CH3:15])([CH3:10])[CH3:9])=[CH:7][C:2]=1[B:24]1[O:28][C:27]([CH3:30])([CH3:29])[C:26]([CH3:32])([CH3:31])[O:25]1)([CH3:18])[CH3:17])[CH3:23]. (5) Given the reactants [CH3:1][C:2]1[CH:11]=[CH:10][C:9]2[C:4](=[CH:5][C:6]([C:12](F)(F)F)=[CH:7][CH:8]=2)[N:3]=1.[OH:16]S(O)(=O)=O.[OH-:21].[Na+], predict the reaction product. The product is: [CH3:1][C:2]1[CH:11]=[CH:10][C:9]2[C:4](=[CH:5][C:6]([C:12]([OH:16])=[O:21])=[CH:7][CH:8]=2)[N:3]=1. (6) Given the reactants [Cl:1][C:2]1[CH:3]=[C:4]([CH:9]([C:11]2[C:20]([N+:21]([O-:23])=[O:22])=[C:19]3[C:14]([CH:15]=[CH:16][CH:17]=[N:18]3)=[CH:13][CH:12]=2)[OH:10])[CH:5]=[CH:6][C:7]=1[F:8], predict the reaction product. The product is: [Cl:1][C:2]1[CH:3]=[C:4]([C:9]([C:11]2[C:20]([N+:21]([O-:23])=[O:22])=[C:19]3[C:14]([CH:15]=[CH:16][CH:17]=[N:18]3)=[CH:13][CH:12]=2)=[O:10])[CH:5]=[CH:6][C:7]=1[F:8].